From a dataset of Reaction yield outcomes from USPTO patents with 853,638 reactions. Predict the reaction yield, written as a fraction of the theoretical maximum amount of product (1.0 means a 100% yield; for example, 0.34 means a 34% yield). (1) The reactants are [Li+].CC([N-]C(C)C)C.[CH2:9]([O:11][C:12](=[O:16])[CH:13]([CH3:15])[CH3:14])[CH3:10].[CH2:17]([N:24]1[CH2:29][CH2:28][C:27](=[O:30])[CH2:26][CH2:25]1)[C:18]1[CH:23]=[CH:22][CH:21]=[CH:20][CH:19]=1.[NH4+].[Cl-]. The catalyst is O1CCCC1. The product is [CH2:9]([O:11][C:12](=[O:16])[C:13]([C:27]1([OH:30])[CH2:28][CH2:29][N:24]([CH2:17][C:18]2[CH:23]=[CH:22][CH:21]=[CH:20][CH:19]=2)[CH2:25][CH2:26]1)([CH3:15])[CH3:14])[CH3:10]. The yield is 0.890. (2) The reactants are [NH:1]1[CH:5]=[CH:4][C:3]([NH:6][C:7]2[C:8](=[O:15])[N:9]([CH3:14])[CH:10]=[C:11](Br)[CH:12]=2)=[N:2]1.[C:16]([O:19][CH2:20][C:21]1[C:22]([N:36]2[CH2:47][CH2:46][N:45]3[C:38](=[CH:39][C:40]4[CH2:41][C:42]([CH3:49])([CH3:48])[CH2:43][C:44]=43)[C:37]2=[O:50])=[N:23][CH:24]=[CH:25][C:26]=1B1OC(C)(C)C(C)(C)O1)(=[O:18])[CH3:17].[O-]P([O-])([O-])=O.[K+].[K+].[K+].C([O-])(=O)C.[Na+]. The catalyst is C1C=CC(P(C2C=CC=CC=2)[C-]2C=CC=C2)=CC=1.C1C=CC(P(C2C=CC=CC=2)[C-]2C=CC=C2)=CC=1.Cl[Pd]Cl.[Fe+2].O.C(#N)C. The product is [C:16]([O:19][CH2:20][C:21]1[C:22]([N:36]2[CH2:47][CH2:46][N:45]3[C:38](=[CH:39][C:40]4[CH2:41][C:42]([CH3:49])([CH3:48])[CH2:43][C:44]=43)[C:37]2=[O:50])=[N:23][CH:24]=[CH:25][C:26]=1[C:11]1[CH:12]=[C:7]([NH:6][C:3]2[CH:4]=[CH:5][NH:1][N:2]=2)[C:8](=[O:15])[N:9]([CH3:14])[CH:10]=1)(=[O:18])[CH3:17]. The yield is 0.380. (3) The reactants are N[C:2]1[CH:3]=[C:4]2[C:9](=[CH:10][CH:11]=1)[N:8]=[CH:7][CH2:6][C:5]2=[O:12].[CH2:13]=O.[BH3-][C:16]#[N:17].[Na+].Cl. The catalyst is CCO. The product is [CH3:13][N:17]([CH3:16])[C:2]1[CH:3]=[C:4]2[C:9](=[CH:10][CH:11]=1)[N:8]=[CH:7][CH2:6][C:5]2=[O:12]. The yield is 0.600. (4) The reactants are [NH2:1][C:2]1[S:3][CH:4]=[CH:5][C:6]=1[C:7]([O:9]C)=O.O.[CH:12]([NH2:14])=O. No catalyst specified. The product is [N:1]1[C:2]2[S:3][CH:4]=[CH:5][C:6]=2[C:7](=[O:9])[NH:14][CH:12]=1. The yield is 0.660. (5) The catalyst is CO. The yield is 0.470. The product is [C:1]([O:5][C:6]([NH:8][C@@H:9]([CH2:13][CH2:14][CH2:15][N:16]([CH3:18])[CH3:17])[C:10]([O:12][CH3:20])=[O:11])=[O:7])([CH3:4])([CH3:3])[CH3:2]. The reactants are [C:1]([O:5][C:6]([NH:8][C@@H:9]([CH2:13][CH2:14][CH2:15][N:16]([CH3:18])[CH3:17])[C:10]([OH:12])=[O:11])=[O:7])([CH3:4])([CH3:3])[CH3:2].[Si](C=[N+]=[N-])(C)(C)[CH3:20]. (6) The product is [O:6]([C:13]1[N:14]=[CH:15][C:16]([CH2:19][C:20]2[CH:25]=[C:24]([C:26]3[C:27]([NH2:32])=[N:28][CH:29]=[CH:30][CH:31]=3)[O:22][N:21]=2)=[CH:17][CH:18]=1)[C:7]1[CH:12]=[CH:11][CH:10]=[CH:9][CH:8]=1. The reactants are O1CCCC1.[O:6]([C:13]1[CH:18]=[CH:17][C:16]([CH2:19][C:20](Cl)=[N:21][OH:22])=[CH:15][N:14]=1)[C:7]1[CH:12]=[CH:11][CH:10]=[CH:9][CH:8]=1.[C:24]([C:26]1[C:27]([NH2:32])=[N:28][CH:29]=[CH:30][CH:31]=1)#[CH:25].C(N(CC)CC)C. The yield is 0.310. The catalyst is O. (7) The reactants are [CH3:1][O:2][CH2:3][CH2:4][O:5][C:6]1[N:14]=[C:13]2[C:9]([N:10]=[CH:11][NH:12]2)=[C:8]([NH2:15])[N:7]=1.[Br:16][CH2:17][C:18]1[CH:23]=[CH:22][CH:21]=[C:20]([CH2:24]Br)[CH:19]=1.C(=O)([O-])[O-].[K+].[K+]. The catalyst is CN(C=O)C.C(OCC)(=O)C. The product is [Br:16][CH2:17][C:18]1[CH:19]=[C:20]([CH:21]=[CH:22][CH:23]=1)[CH2:24][N:12]1[CH:11]=[N:10][C:9]2[C:13]1=[N:14][C:6]([O:5][CH2:4][CH2:3][O:2][CH3:1])=[N:7][C:8]=2[NH2:15]. The yield is 0.590.